This data is from Full USPTO retrosynthesis dataset with 1.9M reactions from patents (1976-2016). The task is: Predict the reactants needed to synthesize the given product. (1) Given the product [OH:29][C:25]1[CH:26]=[C:27]([CH3:28])[C:22]([C:11]2[CH:10]=[CH:9][CH:8]=[C:3]([C:4]([O:6][CH3:7])=[O:5])[C:2]=2[CH3:1])=[C:23]([CH3:30])[CH:24]=1, predict the reactants needed to synthesize it. The reactants are: [CH3:1][C:2]1[C:11](B2OC(C)(C)C(C)(C)O2)=[CH:10][CH:9]=[CH:8][C:3]=1[C:4]([O:6][CH3:7])=[O:5].Br[C:22]1[C:27]([CH3:28])=[CH:26][C:25]([OH:29])=[CH:24][C:23]=1[CH3:30].C1(P(C2CCCCC2)C2C=CC=CC=2C2C(OC)=CC=CC=2OC)CCCCC1.P([O-])([O-])([O-])=O.[K+].[K+].[K+]. (2) Given the product [CH3:11][S:12]([C:6]1[CH:5]=[C:4]2[C:9](=[CH:8][CH:7]=1)[NH:1][C:2](=[O:10])[CH2:3]2)(=[O:14])=[O:13], predict the reactants needed to synthesize it. The reactants are: [NH:1]1[C:9]2[C:4](=[CH:5][CH:6]=[CH:7][CH:8]=2)[CH2:3][C:2]1=[O:10].[CH3:11][S:12](Cl)(=[O:14])=[O:13].[Cl-].[Cl-].[Cl-].[Al+3].Cl. (3) Given the product [Cl:12][C:13]1[CH:18]=[C:17]([Cl:19])[N:16]=[C:15]([NH:7][C:6]2[CH:8]=[C:2]([F:1])[CH:3]=[CH:4][C:5]=2[N+:9]([O-:11])=[O:10])[N:14]=1, predict the reactants needed to synthesize it. The reactants are: [F:1][C:2]1[CH:3]=[CH:4][C:5]([N+:9]([O-:11])=[O:10])=[C:6]([CH:8]=1)[NH2:7].[Cl:12][C:13]1[CH:18]=[C:17]([Cl:19])[N:16]=[C:15](S(C)(=O)=O)[N:14]=1.C1COCC1.CCC([O-])(C)C.[Na+].